Task: Predict the product of the given reaction.. Dataset: Forward reaction prediction with 1.9M reactions from USPTO patents (1976-2016) (1) Given the reactants [C:1]([O:10][CH3:11])(=[O:9])[C:2]1[C:3](=[CH:5][CH:6]=[CH:7][CH:8]=1)[NH2:4].[BH3-][C:13]#[N:14].[Na+], predict the reaction product. The product is: [CH3:11][O:10][C:1](=[O:9])[C:2]1[CH:8]=[CH:7][CH:6]=[CH:5][C:3]=1[NH:4][CH2:3][C:2]1[CH:1]=[CH:13][N:14]=[CH:7][CH:8]=1. (2) The product is: [NH:12]1[CH2:13][CH:10]([N:7]2[C:6]3[CH:21]=[C:2]([Br:1])[CH:3]=[CH:4][C:5]=3[N:9]=[CH:8]2)[CH2:11]1. Given the reactants [Br:1][C:2]1[CH:3]=[CH:4][C:5]2[N:9]=[CH:8][N:7]([CH:10]3[CH2:13][N:12](C(OC(C)(C)C)=O)[CH2:11]3)[C:6]=2[CH:21]=1.C(O)(C(F)(F)F)=O, predict the reaction product. (3) The product is: [CH2:13]([O:15][C:16]([C:18]1[NH:19][C:20]2[C:25]([CH:26]=1)=[C:24]([O:27][CH:49]([CH3:50])[CH:48]([CH3:52])[CH3:47])[CH:23]=[CH:22][CH:21]=2)=[O:17])[CH3:14]. Given the reactants CCOC(/N=N/C(OCC)=O)=O.[CH2:13]([O:15][C:16]([C:18]1[NH:19][C:20]2[C:25]([CH:26]=1)=[C:24]([OH:27])[CH:23]=[CH:22][CH:21]=2)=[O:17])[CH3:14].C1(P(C2C=CC=CC=2)C2C=CC=CC=2)C=CC=CC=1.[CH3:47][CH:48]([CH3:52])[CH:49](O)[CH3:50], predict the reaction product. (4) Given the reactants Br[C:2]1[CH:3]=[C:4]2[C:16](=[CH:17][CH:18]=1)[O:15][C:7]1([CH2:12][O:11][C:10]([CH3:14])([CH3:13])[O:9][CH2:8]1)[CH2:6][C:5]2=[O:19].[C:20]([C:22]1[CH:23]=[C:24](B(O)O)[CH:25]=[CH:26][CH:27]=1)#[N:21].C([O-])([O-])=O.[Cs+].[Cs+], predict the reaction product. The product is: [CH3:13][C:10]1([CH3:14])[O:11][CH2:12][C:7]2([CH2:6][C:5](=[O:19])[C:4]3[C:16](=[CH:17][CH:18]=[C:2]([C:26]4[CH:27]=[C:22]([CH:23]=[CH:24][CH:25]=4)[C:20]#[N:21])[CH:3]=3)[O:15]2)[CH2:8][O:9]1. (5) Given the reactants Br[C:2]1[CH2:6][CH2:5][CH2:4][C:3]=1[N:7]1[C:15]2[CH:14]=[CH:13][C:12]([CH3:16])=[CH:11][C:10]=2[C:9]2[CH2:17][N:18]([CH3:21])[CH2:19][CH2:20][C:8]1=2.[NH:22]1[CH:26]=[C:25](B(O)O)[CH:24]=[N:23]1.C(=O)([O-])[O-].[K+].[K+], predict the reaction product. The product is: [NH:22]1[CH:26]=[C:25]([C:2]2[CH2:6][CH2:5][CH2:4][C:3]=2[N:7]2[C:15]3[CH:14]=[CH:13][C:12]([CH3:16])=[CH:11][C:10]=3[C:9]3[CH2:17][N:18]([CH3:21])[CH2:19][CH2:20][C:8]2=3)[CH:24]=[N:23]1. (6) Given the reactants Cl.[CH3:2][O:3][C:4]([C@H:6]1[NH:23][C:22](=[O:24])[C@H:21]([CH2:25][CH:26]([CH3:28])[CH3:27])[NH:20][C:19](=[O:29])[C@@H:18]([NH2:30])[CH2:17][C:16]2=[CH:31][CH:32]=[C:13]([CH:14]=[CH:15]2)[O:12][CH2:11][CH2:10][CH2:9][CH2:8][CH2:7]1)=[O:5].Cl[C:34]([O:36][CH2:37][C:38]1[CH:43]=[CH:42][CH:41]=[CH:40][CH:39]=1)=[O:35].CCN(C(C)C)C(C)C.CCOC(C)=O.C(Cl)Cl, predict the reaction product. The product is: [CH3:2][O:3][C:4]([C@H:6]1[NH:23][C:22](=[O:24])[C@H:21]([CH2:25][CH:26]([CH3:28])[CH3:27])[NH:20][C:19](=[O:29])[C@@H:18]([NH:30][C:34]([O:36][CH2:37][C:38]2[CH:43]=[CH:42][CH:41]=[CH:40][CH:39]=2)=[O:35])[CH2:17][C:16]2=[CH:31][CH:32]=[C:13]([CH:14]=[CH:15]2)[O:12][CH2:11][CH2:10][CH2:9][CH2:8][CH2:7]1)=[O:5]. (7) Given the reactants [CH3:1][O:2][C:3]1[CH:4]=[C:5]2[C:10](=[CH:11][CH:12]=1)[CH:9]=[C:8]([N:13]1[CH2:18][CH2:17][C:16]3([CH2:23][CH2:22][NH:21][CH2:20][CH2:19]3)[CH2:15][CH2:14]1)[CH:7]=[CH:6]2.C=O.[C:26](O[BH-](OC(=O)C)OC(=O)C)(=O)C.[Na+], predict the reaction product. The product is: [CH3:1][O:2][C:3]1[CH:4]=[C:5]2[C:10](=[CH:11][CH:12]=1)[CH:9]=[C:8]([N:13]1[CH2:18][CH2:17][C:16]3([CH2:23][CH2:22][N:21]([CH3:26])[CH2:20][CH2:19]3)[CH2:15][CH2:14]1)[CH:7]=[CH:6]2.